This data is from Reaction yield outcomes from USPTO patents with 853,638 reactions. The task is: Predict the reaction yield, written as a fraction of the theoretical maximum amount of product (1.0 means a 100% yield; for example, 0.34 means a 34% yield). (1) The reactants are [Br:1][C:2]1[CH:7]=[CH:6][C:5]([C:8](=O)[CH2:9][C:10](=O)[C:11]([F:14])([F:13])[F:12])=[CH:4][CH:3]=1.[NH2:17][C:18]1[C:22]([C:23]2[CH:28]=[CH:27][N:26]=[C:25]([CH3:29])[CH:24]=2)=[CH:21][NH:20][N:19]=1. No catalyst specified. The product is [Br:1][C:2]1[CH:7]=[CH:6][C:5]([C:8]2[CH:9]=[C:10]([C:11]([F:14])([F:13])[F:12])[N:19]3[N:20]=[CH:21][C:22]([C:23]4[CH:28]=[CH:27][N:26]=[C:25]([CH3:29])[CH:24]=4)=[C:18]3[N:17]=2)=[CH:4][CH:3]=1. The yield is 0.430. (2) The reactants are C1(OC)C=CC=CC=1.COC1C=CC(C[N:16]2[C:26]3[C:27]4[C:18]([CH2:19][CH2:20][S:21][C:22]=4[N:23]=[C:24]([N:28](C(OC(C)(C)C)=O)C(OC(C)(C)C)=O)[N:25]=3)=[N:17]2)=CC=1. The catalyst is FC(F)(F)C(O)=O. The product is [N:17]1[NH:16][C:26]2[C:27]3[C:18]=1[CH2:19][CH2:20][S:21][C:22]=3[N:23]=[C:24]([NH2:28])[N:25]=2. The yield is 0.780. (3) The reactants are [O-]P([O-])([O-])=O.[K+].[K+].[K+].CNCCNC.I[C:16]1[CH:17]=[C:18]([CH:21]=[CH:22][CH:23]=1)[CH2:19][OH:20].[NH:24]1[CH2:28][CH2:27][CH2:26][C:25]1=[O:29]. The catalyst is [Cu]I.C1(C)C=CC=CC=1. The product is [OH:20][CH2:19][C:18]1[CH:17]=[C:16]([N:24]2[CH2:28][CH2:27][CH2:26][C:25]2=[O:29])[CH:23]=[CH:22][CH:21]=1. The yield is 0.930.